This data is from Reaction yield outcomes from USPTO patents with 853,638 reactions. The task is: Predict the reaction yield, written as a fraction of the theoretical maximum amount of product (1.0 means a 100% yield; for example, 0.34 means a 34% yield). (1) The reactants are [Br:1][C:2]1[CH:8]=[CH:7][C:5]([NH2:6])=[CH:4][C:3]=1[C:9]([F:12])([F:11])[F:10].[ClH:13]. The catalyst is CCOCC. The product is [ClH:13].[Br:1][C:2]1[CH:8]=[CH:7][C:5]([NH2:6])=[CH:4][C:3]=1[C:9]([F:10])([F:11])[F:12]. The yield is 0.980. (2) The reactants are C(O[B:5]1[O:9][C:8]([CH3:11])([CH3:10])[C:7]([CH3:13])([CH3:12])[O:6]1)(C)C.C([Li])CCC.[F:19][C:20]1[CH:21]=[C:22]([C:27]2[C:28]([CH3:33])=[N:29][O:30][C:31]=2[CH3:32])[CH:23]=[C:24]([F:26])[CH:25]=1. No catalyst specified. The product is [F:26][C:24]1[CH:23]=[C:22]([C:27]2[C:28]([CH3:33])=[N:29][O:30][C:31]=2[CH3:32])[CH:21]=[C:20]([F:19])[C:25]=1[B:5]1[O:6][C:7]([CH3:12])([CH3:13])[C:8]([CH3:10])([CH3:11])[O:9]1. The yield is 0.970. (3) The reactants are C(=O)(O)O.[NH:5]([C:7](=[NH:9])[NH2:8])[NH2:6].[CH3:10][C:11]1[CH:19]=[CH:18][CH:17]=[CH:16][C:12]=1[C:13](Cl)=[O:14]. The product is [CH3:10][C:11]1[CH:19]=[CH:18][CH:17]=[CH:16][C:12]=1[C:13]([NH:6][NH:5][C:7](=[NH:8])[NH2:9])=[O:14]. The catalyst is N1C=CC=CC=1. The yield is 0.350. (4) The catalyst is C(=O)([O-])[O-].[Na+].[Na+]. The yield is 0.280. The reactants are [Br:1][C:2]1[N:10]=[CH:9][C:8]2[NH:7][C:6]3[N:11]=[CH:12][C:13](I)=[CH:14][C:5]=3[C:4]=2[CH:3]=1.[CH3:16][O:17][CH:18]1[CH2:23][CH2:22][N:21]([CH2:24][C:25]2[CH:30]=[CH:29][C:28](B3OC(C)(C)C(C)(C)O3)=[CH:27][CH:26]=2)[CH2:20][CH2:19]1. The product is [Br:1][C:2]1[N:10]=[CH:9][C:8]2[NH:7][C:6]3[N:11]=[CH:12][C:13]([C:28]4[CH:27]=[CH:26][C:25]([CH2:24][N:21]5[CH2:20][CH2:19][CH:18]([O:17][CH3:16])[CH2:23][CH2:22]5)=[CH:30][CH:29]=4)=[CH:14][C:5]=3[C:4]=2[CH:3]=1. (5) The reactants are Cl[C:2]1[CH:3]=[CH:4][C:5]2[O:14][CH2:13][CH2:12][C:11]3[CH:10]=[C:9]([C:15]4[N:16]([C:20]5[CH:25]=[CH:24][C:23]([F:26])=[CH:22][C:21]=5[F:27])[N:17]=[CH:18][N:19]=4)[S:8][C:7]=3[C:6]=2[N:28]=1.[N:29]1([CH2:35][CH2:36][NH:37][C:38]2[CH:43]=[CH:42][C:41](B3OC(C)(C)C(C)(C)O3)=[CH:40][N:39]=2)[CH2:34][CH2:33][O:32][CH2:31][CH2:30]1.C([O-])([O-])=O.[Cs+].[Cs+]. The catalyst is C1C=CC(P(C2C=CC=CC=2)[C-]2C=CC=C2)=CC=1.C1C=CC(P(C2C=CC=CC=2)[C-]2C=CC=C2)=CC=1.Cl[Pd]Cl.[Fe+2].CC#N.O. The yield is 0.170. The product is [F:27][C:21]1[CH:22]=[C:23]([F:26])[CH:24]=[CH:25][C:20]=1[N:16]1[C:15]([C:9]2[S:8][C:7]3[C:6]4[N:28]=[C:2]([C:41]5[CH:42]=[CH:43][C:38]([NH:37][CH2:36][CH2:35][N:29]6[CH2:34][CH2:33][O:32][CH2:31][CH2:30]6)=[N:39][CH:40]=5)[CH:3]=[CH:4][C:5]=4[O:14][CH2:13][CH2:12][C:11]=3[CH:10]=2)=[N:19][CH:18]=[N:17]1. (6) The reactants are [Li+].[CH3:2][CH:3]([N-:5]C(C)C)C.C(=O)=O.CC(C)=O.C[O:17][C:18]([C:20]1([O:23][CH3:24])[CH2:22][CH2:21]1)=O.C(#N)C. The catalyst is C1COCC1. The product is [CH3:24][O:23][C:20]1([C:18](=[O:17])[CH2:2][C:3]#[N:5])[CH2:22][CH2:21]1. The yield is 0.960.